Dataset: Full USPTO retrosynthesis dataset with 1.9M reactions from patents (1976-2016). Task: Predict the reactants needed to synthesize the given product. Given the product [CH3:21][O:22][C:23]1[CH:28]=[CH:27][C:26]([CH2:29][NH:30][CH2:2][C:3]2([C:16]([O:18][CH2:19][CH3:20])=[O:17])[CH2:8][CH2:7][CH2:6][N:5]([C:9]([O:11][C:12]([CH3:15])([CH3:14])[CH3:13])=[O:10])[CH2:4]2)=[CH:25][CH:24]=1, predict the reactants needed to synthesize it. The reactants are: I[CH2:2][C:3]1([C:16]([O:18][CH2:19][CH3:20])=[O:17])[CH2:8][CH2:7][CH2:6][N:5]([C:9]([O:11][C:12]([CH3:15])([CH3:14])[CH3:13])=[O:10])[CH2:4]1.[CH3:21][O:22][C:23]1[CH:28]=[CH:27][C:26]([CH2:29][NH2:30])=[CH:25][CH:24]=1.C(=O)([O-])[O-].[Cs+].[Cs+].